This data is from Catalyst prediction with 721,799 reactions and 888 catalyst types from USPTO. The task is: Predict which catalyst facilitates the given reaction. (1) Reactant: [CH2:1]([N:3]1[C:7]([CH3:8])=[C:6]([NH:9][C:10](=[O:16])[O:11][C:12]([CH3:15])([CH3:14])[CH3:13])[CH:5]=[N:4]1)[CH3:2].[Li]CCCC.[CH3:22][C@:23]1([CH2:31][N:32]2[C:36]3[CH:37]=[C:38]([C:41]#[N:42])[CH:39]=[CH:40][C:35]=3[N:34]=[CH:33]2)CCC[C@:25]2(OC2)[CH2:24]1.CN1C(=O)CCC1. Product: [CH2:1]([N:3]1[C:7]([CH3:8])=[C:6]([N:9]2[CH2:13][C@@:12]3([CH2:15][CH2:25][CH2:24][C@@:23]([CH2:31][N:32]4[C:36]5[CH:37]=[C:38]([C:41]#[N:42])[CH:39]=[CH:40][C:35]=5[N:34]=[CH:33]4)([CH3:22])[CH2:14]3)[O:11][C:10]2=[O:16])[CH:5]=[N:4]1)[CH3:2]. The catalyst class is: 20. (2) Reactant: [Cl:1][C:2]1[CH:3]=[C:4]2[C:8](=[CH:9][CH:10]=1)[N:7]([CH2:11][CH2:12][C:13]([O:15][CH2:16][CH3:17])=[O:14])[C:6]([CH2:18][OH:19])=[CH:5]2.C(N(CC)CC)C.[CH3:27][S:28](Cl)(=[O:30])=[O:29].C(=O)(O)[O-].[Na+]. Product: [Cl:1][C:2]1[CH:3]=[C:4]2[C:8](=[CH:9][CH:10]=1)[N:7]([CH2:11][CH2:12][C:13]([O:15][CH2:16][CH3:17])=[O:14])[C:6]([CH2:18][O:19][S:28]([CH3:27])(=[O:30])=[O:29])=[CH:5]2. The catalyst class is: 4. (3) Reactant: [NH2:1][C:2]1[CH:7]=[CH:6][C:5]([Br:8])=[CH:4][N:3]=1.C[Al](C)C.C([O:15][C:16]([C:18]1[NH:22][N:21]=[C:20]([CH3:23])[CH:19]=1)=O)C. Product: [Br:8][C:5]1[CH:6]=[CH:7][C:2]([NH:1][C:16]([C:18]2[NH:22][N:21]=[C:20]([CH3:23])[CH:19]=2)=[O:15])=[N:3][CH:4]=1. The catalyst class is: 2. (4) Reactant: [Cl:1][C:2]1[CH:7]=[C:6]([F:8])[C:5]([N+:9]([O-:11])=[O:10])=[CH:4][C:3]=1[NH2:12].Cl[CH2:14][C:15]1[C:16]([NH:25][CH3:26])=[CH:17][C:18]([N:21]([O:23][CH3:24])[CH3:22])=[N:19][CH:20]=1. Product: [Cl:1][C:2]1[CH:7]=[C:6]([F:8])[C:5]([N+:9]([O-:11])=[O:10])=[CH:4][C:3]=1[NH:12][CH2:14][C:15]1[C:16]([NH:25][CH3:26])=[CH:17][C:18]([N:21]([O:23][CH3:24])[CH3:22])=[N:19][CH:20]=1. The catalyst class is: 17.